Dataset: Full USPTO retrosynthesis dataset with 1.9M reactions from patents (1976-2016). Task: Predict the reactants needed to synthesize the given product. (1) Given the product [C:1]([O:4][CH2:5][C:6]1[N:7]([CH2:19][C:20]([F:23])([CH3:22])[CH3:21])[C:8]2[C:17]3[N:16]=[CH:15][CH:14]=[CH:13][C:12]=3[N+:11]([O-:29])=[CH:10][C:9]=2[N:18]=1)(=[O:3])[CH3:2], predict the reactants needed to synthesize it. The reactants are: [C:1]([O:4][CH2:5][C:6]1[N:7]([CH2:19][C:20]([F:23])([CH3:22])[CH3:21])[C:8]2[C:17]3[N:16]=[CH:15][CH:14]=[CH:13][C:12]=3[N:11]=[CH:10][C:9]=2[N:18]=1)(=[O:3])[CH3:2].ClC1C=C(C=CC=1)C(OO)=[O:29].C([O-])([O-])=O.[Na+].[Na+]. (2) Given the product [CH2:1]([C:40]1([OH:41])[C:36]2[CH:35]=[CH:34][N:33]=[C:32]([O:31][CH3:30])[C:37]=2[CH2:38][O:39]1)[CH3:2], predict the reactants needed to synthesize it. The reactants are: [CH2:1]([Al](CC)CC)[CH3:2].C1(C)C=CC=CC=1.C([Li])C.C1CCCCC1.C1C=CC=CC=1.[CH3:30][O:31][C:32]1[C:37]2[CH2:38][O:39][C:40](=[O:41])[C:36]=2[CH:35]=[CH:34][N:33]=1.CO. (3) Given the product [CH3:1][O:2][C:3](=[O:12])[C:4]1[C:9]([Cl:10])=[CH:8][CH:7]=[C:6]([I:14])[N:5]=1, predict the reactants needed to synthesize it. The reactants are: [CH3:1][O:2][C:3](=[O:12])[C:4]1[C:9]([Cl:10])=[CH:8][CH:7]=[C:6](Cl)[N:5]=1.[Na+].[I-:14].C(Cl)(=O)C. (4) Given the product [CH2:1]([O:33][C:28]1[CH:29]=[CH:30][CH:31]=[CH:32][C:27]=1[NH:26][C:23]1[S:24][CH:25]=[C:21]([C:17]2[CH:16]=[N:15][CH:20]=[CH:19][CH:18]=2)[N:22]=1)[CH2:2][CH3:3], predict the reactants needed to synthesize it. The reactants are: [CH3:1][CH:2](OC(/N=N/C(OC(C)C)=O)=O)[CH3:3].[N:15]1[CH:20]=[CH:19][CH:18]=[C:17]([C:21]2[N:22]=[C:23]([NH:26][C:27]3[CH:32]=[CH:31][CH:30]=[CH:29][C:28]=3[OH:33])[S:24][CH:25]=2)[CH:16]=1.C(O)CC.C1(P(C2C=CC=CC=2)C2C=CC=CC=2)C=CC=CC=1. (5) Given the product [F:24][C:17]1[CH:16]=[CH:15][C:14]([CH2:13][N:1]2[C:10]3[C:5](=[CH:6][CH:7]=[CH:8][CH:9]=3)[C:4](=[O:11])[CH:3]=[CH:2]2)=[CH:23][C:18]=1[C:19]([O:21][CH3:22])=[O:20], predict the reactants needed to synthesize it. The reactants are: [N:1]1[C:10]2[C:5](=[CH:6][CH:7]=[CH:8][CH:9]=2)[C:4]([OH:11])=[CH:3][CH:2]=1.Br[CH2:13][C:14]1[CH:15]=[CH:16][C:17]([F:24])=[C:18]([CH:23]=1)[C:19]([O:21][CH3:22])=[O:20].C(=O)([O-])[O-].[K+].[K+]. (6) Given the product [NH2:1][CH2:4][CH2:5][O:6][C@@H:7]([C:21]1[CH:26]=[CH:25][CH:24]=[C:23]([F:27])[C:22]=1[C:28]1[CH:33]=[CH:32][CH:31]=[C:30]([CH3:34])[CH:29]=1)[C@@H:8]1[O:13][CH2:12][CH2:11][N:10]([C:14]([O:16][C:17]([CH3:20])([CH3:19])[CH3:18])=[O:15])[CH2:9]1, predict the reactants needed to synthesize it. The reactants are: [N:1]([CH2:4][CH2:5][O:6][C@@H:7]([C:21]1[CH:26]=[CH:25][CH:24]=[C:23]([F:27])[C:22]=1[C:28]1[CH:33]=[CH:32][CH:31]=[C:30]([CH3:34])[CH:29]=1)[C@@H:8]1[O:13][CH2:12][CH2:11][N:10]([C:14]([O:16][C:17]([CH3:20])([CH3:19])[CH3:18])=[O:15])[CH2:9]1)=[N+]=[N-].[H][H].